From a dataset of Reaction yield outcomes from USPTO patents with 853,638 reactions. Predict the reaction yield, written as a fraction of the theoretical maximum amount of product (1.0 means a 100% yield; for example, 0.34 means a 34% yield). The reactants are Cl[CH:2]1[N:7]([N+:8]([O-:10])=[O:9])[CH:6]=[CH:5][C:4](Cl)=[N:3]1.[CH3:12][C:13]1[CH:14]=[CH:15][C:16]([NH2:19])=[CH:17][CH:18]=1.CC[N:22]([CH:26]([CH3:28])[CH3:27])C(C)C. The catalyst is O1CCOCC1. The product is [C:13]1([CH3:12])[CH:18]=[CH:17][C:16]([NH:19][CH:2]2[N:7]([N+:8]([O-:10])=[O:9])[CH:6]=[CH:5][C:4]([NH:22][C:26]3[CH:27]=[CH:18][C:13]([CH3:14])=[CH:12][CH:28]=3)=[N:3]2)=[CH:15][CH:14]=1. The yield is 0.950.